From a dataset of Catalyst prediction with 721,799 reactions and 888 catalyst types from USPTO. Predict which catalyst facilitates the given reaction. (1) Reactant: [CH3:1][C:2]1([CH3:27])[O:16][C:6]2=[CH:7][C:8]3[C:9]([CH3:15])=[CH:10][CH:11]=[N:12][C:13]=3[CH:14]=[C:5]2[C@@H:4]([NH:17][CH2:18][CH2:19][C:20]2[CH:25]=[CH:24][CH:23]=[CH:22][CH:21]=2)[C@@H:3]1[OH:26].C(O)(=O)/C=C\C(O)=O.CCCCCC. Product: [CH3:1][C:2]1([CH3:27])[O:16][C:6]2=[CH:7][C:8]3[C:9]([CH3:15])=[CH:10][CH:11]=[N:12][C:13]=3[CH:14]=[C:5]2[CH:4]([NH:17][CH2:18][CH2:19][C:20]2[CH:21]=[CH:22][CH:23]=[CH:24][CH:25]=2)[CH:3]1[OH:26]. The catalyst class is: 13. (2) Product: [Br:12][C:13]1[CH:14]=[C:15]([CH:17]=[CH:18][CH:19]=1)[NH:16][CH2:25][C:24]1[CH:27]=[CH:28][C:21]([F:20])=[CH:22][CH:23]=1. The catalyst class is: 25. Reactant: C([O-])([O-])=O.[K+].[K+].CN(C=O)C.[Br:12][C:13]1[CH:14]=[C:15]([CH:17]=[CH:18][CH:19]=1)[NH2:16].[F:20][C:21]1[CH:28]=[CH:27][C:24]([CH2:25]Br)=[CH:23][CH:22]=1. (3) Reactant: [NH:1]1[C:9]2[C:4](=[CH:5][CH:6]=[CH:7][CH:8]=2)[CH:3]=[CH:2]1.[OH2:10]. Product: [N:1]1([CH:2]([N:1]2[C:9]3[C:4](=[CH:5][CH:6]=[CH:7][CH:8]=3)[CH:3]=[CH:2]2)[CH2:3][CH2:4][C:5]([OH:10])=[O:10])[C:9]2[C:4](=[CH:5][CH:6]=[CH:7][CH:8]=2)[CH:3]=[CH:2]1. The catalyst class is: 5. (4) The catalyst class is: 1. Reactant: [CH2:1]([O:8][CH2:9][C:10]1[NH:15][C:14](=[O:16])[C:13]2=[CH:17][N:18]=[CH:19][N:12]2[N:11]=1)[C:2]1[CH:7]=[CH:6][CH:5]=[CH:4][CH:3]=1.[Li]CCCC.[I:25]I. Product: [CH2:1]([O:8][CH2:9][C:10]1[NH:15][C:14](=[O:16])[C:13]2=[CH:17][N:18]=[C:19]([I:25])[N:12]2[N:11]=1)[C:2]1[CH:7]=[CH:6][CH:5]=[CH:4][CH:3]=1. (5) Reactant: C(=O)([O-])[O-].[K+].[K+].[CH3:7][C:8]1[CH:23]=[CH:22][CH:21]=[CH:20][C:9]=1[CH2:10][NH:11][CH2:12][CH2:13][C:14]1[CH:15]=[N:16][CH:17]=[CH:18][CH:19]=1.Br[CH2:25][CH2:26][CH2:27][CH2:28][CH2:29][O:30][C:31]1[CH:32]=[C:33]2[C:38](=[CH:39][CH:40]=1)[N:37]([CH3:41])[C:36](=[O:42])[CH:35]=[CH:34]2.C(OC(=O)C)C.[ClH:49]. Product: [ClH:49].[ClH:49].[CH3:41][N:37]1[C:38]2[C:33](=[CH:32][C:31]([O:30][CH2:29][CH2:28][CH2:27][CH2:26][CH2:25][N:11]([CH2:10][C:9]3[CH:20]=[CH:21][CH:22]=[CH:23][C:8]=3[CH3:7])[CH2:12][CH2:13][C:14]3[CH:15]=[N:16][CH:17]=[CH:18][CH:19]=3)=[CH:40][CH:39]=2)[CH:34]=[CH:35][C:36]1=[O:42]. The catalyst class is: 399. (6) Reactant: [Cl:1][C:2]1[CH:7]=[C:6]([CH3:8])[N:5]=[C:4]([C:9]2[CH:10]=[N:11][CH:12]=[CH:13][CH:14]=2)[N:3]=1.[NH2:15][C:16]1[CH:17]=[C:18]([NH:23][C:24](=[O:36])[C:25]2[CH:30]=[CH:29][CH:28]=[C:27]([C:31]([C:34]#[N:35])([CH3:33])[CH3:32])[CH:26]=2)[CH:19]=[CH:20][C:21]=1[CH3:22].CCN(C(C)C)C(C)C. Product: [ClH:1].[C:34]([C:31]([C:27]1[CH:26]=[C:25]([CH:30]=[CH:29][CH:28]=1)[C:24]([NH:23][C:18]1[CH:19]=[CH:20][C:21]([CH3:22])=[C:16]([NH:15][C:2]2[CH:7]=[C:6]([CH3:8])[N:5]=[C:4]([C:9]3[CH:10]=[N:11][CH:12]=[CH:13][CH:14]=3)[N:3]=2)[CH:17]=1)=[O:36])([CH3:32])[CH3:33])#[N:35]. The catalyst class is: 51.